From a dataset of Peptide-MHC class I binding affinity with 185,985 pairs from IEDB/IMGT. Regression. Given a peptide amino acid sequence and an MHC pseudo amino acid sequence, predict their binding affinity value. This is MHC class I binding data. (1) The peptide sequence is MRYFIGQPL. The MHC is HLA-C12:03 with pseudo-sequence HLA-C12:03. The binding affinity (normalized) is 1.00. (2) The peptide sequence is LMDSIFVSTM. The MHC is HLA-A02:03 with pseudo-sequence HLA-A02:03. The binding affinity (normalized) is 0.806. (3) The MHC is HLA-A02:06 with pseudo-sequence HLA-A02:06. The binding affinity (normalized) is 0.817. The peptide sequence is YVGDTSMMV. (4) The peptide sequence is EPVINVQDL. The MHC is H-2-Db with pseudo-sequence H-2-Db. The binding affinity (normalized) is 0.204. (5) The peptide sequence is IPAHPLRML. The MHC is HLA-B08:02 with pseudo-sequence HLA-B08:02. The binding affinity (normalized) is 0.0847. (6) The peptide sequence is SMYSTAATI. The MHC is HLA-A02:06 with pseudo-sequence HLA-A02:06. The binding affinity (normalized) is 0.361. (7) The peptide sequence is KMKDPKMYH. The MHC is HLA-B57:01 with pseudo-sequence HLA-B57:01. The binding affinity (normalized) is 0.0847.